Dataset: In vitro SARS-CoV-2 activity screen of 1,480 approved drugs from Prestwick library. Task: Binary Classification. Given a drug SMILES string, predict its activity (active/inactive) in a high-throughput screening assay against a specified biological target. (1) The compound is CCC1(c2ccccc2)C(=O)NCNC1=O. The result is 0 (inactive). (2) The result is 0 (inactive). The molecule is CC(CN(C)C)C(C)(O)Cc1ccc(Cl)cc1.Cl. (3) The molecule is Cn1cnc2c1c(=O)[nH]c(=O)n2C. The result is 0 (inactive). (4) The result is 1 (active). The drug is C[C@]12CC[C@H]3C(=CCc4cc(O)ccc43)[C@@H]1CCC2=O.